Regression/Classification. Given a drug SMILES string, predict its toxicity properties. Task type varies by dataset: regression for continuous values (e.g., LD50, hERG inhibition percentage) or binary classification for toxic/non-toxic outcomes (e.g., AMES mutagenicity, cardiotoxicity, hepatotoxicity). Dataset: herg_karim. From a dataset of hERG potassium channel inhibition data for cardiac toxicity prediction from Karim et al.. (1) The compound is C[C@@H]1C[C@H]2[C@@H]3CCC4=CC(=O)C=C[C@]4(C)C3=CC[C@]2(C)[C@@]1(O)C(=O)CO. The result is 0 (non-blocker). (2) The molecule is Cc1csc(-c2nnc3n2CCN(C(=O)c2ccc(-c4cccs4)cc2)[C@@H]3C)n1. The result is 0 (non-blocker). (3) The compound is O=C(NC1CCN(Cc2ccc3ccc(=O)[nH]c3c2)CC1)c1cc(=O)c2ccc(F)cc2o1. The result is 0 (non-blocker). (4) The molecule is CCS(=O)(=O)n1c2c(c3cc(C(=O)N4CCC(C)CC4)ccc31)CN(C1CCOCC1)CC2. The result is 1 (blocker).